Dataset: TCR-epitope binding with 47,182 pairs between 192 epitopes and 23,139 TCRs. Task: Binary Classification. Given a T-cell receptor sequence (or CDR3 region) and an epitope sequence, predict whether binding occurs between them. The epitope is DATYQRTRALVR. The TCR CDR3 sequence is CASSQGGPVGNQPQHF. Result: 1 (the TCR binds to the epitope).